The task is: Regression. Given two drug SMILES strings and cell line genomic features, predict the synergy score measuring deviation from expected non-interaction effect.. This data is from NCI-60 drug combinations with 297,098 pairs across 59 cell lines. (1) Drug 1: C1CNP(=O)(OC1)N(CCCl)CCCl. Drug 2: C(CCl)NC(=O)N(CCCl)N=O. Cell line: MOLT-4. Synergy scores: CSS=-0.853, Synergy_ZIP=-3.83, Synergy_Bliss=-14.7, Synergy_Loewe=-36.2, Synergy_HSA=-17.3. (2) Drug 1: CS(=O)(=O)C1=CC(=C(C=C1)C(=O)NC2=CC(=C(C=C2)Cl)C3=CC=CC=N3)Cl. Drug 2: C1CCN(CC1)CCOC2=CC=C(C=C2)C(=O)C3=C(SC4=C3C=CC(=C4)O)C5=CC=C(C=C5)O. Cell line: NCI-H226. Synergy scores: CSS=15.0, Synergy_ZIP=7.69, Synergy_Bliss=11.4, Synergy_Loewe=7.66, Synergy_HSA=7.64. (3) Drug 1: COC1=CC(=CC(=C1O)OC)C2C3C(COC3=O)C(C4=CC5=C(C=C24)OCO5)OC6C(C(C7C(O6)COC(O7)C8=CC=CS8)O)O. Drug 2: C(CC(=O)O)C(=O)CN.Cl. Cell line: HT29. Synergy scores: CSS=28.9, Synergy_ZIP=-7.90, Synergy_Bliss=-3.57, Synergy_Loewe=-42.4, Synergy_HSA=-1.96. (4) Synergy scores: CSS=19.4, Synergy_ZIP=4.59, Synergy_Bliss=10.9, Synergy_Loewe=-10.8, Synergy_HSA=-1.81. Cell line: TK-10. Drug 2: CC1=C2C(C(=O)C3(C(CC4C(C3C(C(C2(C)C)(CC1OC(=O)C(C(C5=CC=CC=C5)NC(=O)C6=CC=CC=C6)O)O)OC(=O)C7=CC=CC=C7)(CO4)OC(=O)C)O)C)OC(=O)C. Drug 1: CC1=CC=C(C=C1)C2=CC(=NN2C3=CC=C(C=C3)S(=O)(=O)N)C(F)(F)F. (5) Drug 1: CCCS(=O)(=O)NC1=C(C(=C(C=C1)F)C(=O)C2=CNC3=C2C=C(C=N3)C4=CC=C(C=C4)Cl)F. Synergy scores: CSS=29.7, Synergy_ZIP=-8.24, Synergy_Bliss=-8.17, Synergy_Loewe=-70.3, Synergy_HSA=-10.00. Cell line: K-562. Drug 2: CC(CN1CC(=O)NC(=O)C1)N2CC(=O)NC(=O)C2. (6) Drug 1: C1CC(C1)(C(=O)O)C(=O)O.[NH2-].[NH2-].[Pt+2]. Drug 2: C(=O)(N)NO. Cell line: PC-3. Synergy scores: CSS=7.00, Synergy_ZIP=-1.97, Synergy_Bliss=0.968, Synergy_Loewe=-2.71, Synergy_HSA=-0.826. (7) Drug 1: C1=CC(=CC=C1C#N)C(C2=CC=C(C=C2)C#N)N3C=NC=N3. Drug 2: CN1C(=O)N2C=NC(=C2N=N1)C(=O)N. Cell line: ACHN. Synergy scores: CSS=5.74, Synergy_ZIP=-2.34, Synergy_Bliss=-1.03, Synergy_Loewe=-70.1, Synergy_HSA=-0.911. (8) Drug 1: CC(CN1CC(=O)NC(=O)C1)N2CC(=O)NC(=O)C2. Drug 2: C1=CN(C=N1)CC(O)(P(=O)(O)O)P(=O)(O)O. Cell line: LOX IMVI. Synergy scores: CSS=22.5, Synergy_ZIP=-8.22, Synergy_Bliss=-3.26, Synergy_Loewe=-1.47, Synergy_HSA=-1.39. (9) Drug 1: C1C(C(OC1N2C=C(C(=O)NC2=O)F)CO)O. Drug 2: CC1=C(C=C(C=C1)C(=O)NC2=CC(=CC(=C2)C(F)(F)F)N3C=C(N=C3)C)NC4=NC=CC(=N4)C5=CN=CC=C5. Cell line: MDA-MB-231. Synergy scores: CSS=14.7, Synergy_ZIP=-4.48, Synergy_Bliss=2.21, Synergy_Loewe=-2.01, Synergy_HSA=2.42. (10) Drug 2: CC(C)CN1C=NC2=C1C3=CC=CC=C3N=C2N. Drug 1: CN(C)C1=NC(=NC(=N1)N(C)C)N(C)C. Synergy scores: CSS=-3.15, Synergy_ZIP=7.21, Synergy_Bliss=8.80, Synergy_Loewe=5.10, Synergy_HSA=-1.14. Cell line: RPMI-8226.